From a dataset of Forward reaction prediction with 1.9M reactions from USPTO patents (1976-2016). Predict the product of the given reaction. (1) Given the reactants [C:1]([O:5][C:6]([NH:8][C@@H:9]([CH2:28][CH:29]=[CH2:30])[C:10](=O)/[CH:11]=[CH:12]/[C:13]1[CH:18]=[CH:17][C:16]([NH:19][C:20](=[O:23])[O:21][CH3:22])=[CH:15][C:14]=1[N+:24]([O-:26])=[O:25])=[O:7])([CH3:4])([CH3:3])[CH3:2].[Br-].C(O[C:35](=[O:43])[CH2:36][N+]1C=CC=CC=1)C.C([O-])(=O)C.[NH4+:48], predict the reaction product. The product is: [C:1]([O:5][C:6]([NH:8][CH:9]([C:10]1[NH:48][C:35](=[O:43])[CH:36]=[C:12]([C:13]2[CH:18]=[CH:17][C:16]([NH:19][C:20](=[O:23])[O:21][CH3:22])=[CH:15][C:14]=2[N+:24]([O-:26])=[O:25])[CH:11]=1)[CH2:28][CH:29]=[CH2:30])=[O:7])([CH3:4])([CH3:3])[CH3:2]. (2) Given the reactants [CH3:1][O:2][C:3]1[CH:4]=[C:5]2[C:10](=[CH:11][C:12]=1[O:13]CC1CO1)[N:9]=[CH:8][CH:7]=[C:6]2[O:18][C:19]1[CH:24]=[CH:23][C:22]([CH3:25])=[CH:21][C:20]=1[C:26]([C:28]1[CH:33]=[CH:32][CH:31]=[CH:30][CH:29]=1)=[O:27].[N:34]1([CH:40]2[CH2:45][CH2:44]NCC2)[CH2:39][CH2:38][CH2:37][CH2:36][CH2:35]1.[OH2:46], predict the reaction product. The product is: [OH:46][CH:45]([CH2:40][N:34]1[CH2:35][CH2:36][CH2:37][CH2:38][CH:39]1[CH:6]1[CH2:5][CH2:10][NH:9][CH2:8][CH2:7]1)[CH2:44][O:13][C:12]1[CH:11]=[C:10]2[C:5]([C:6]([O:18][C:19]3[CH:24]=[CH:23][C:22]([CH3:25])=[CH:21][C:20]=3[C:26]([C:28]3[CH:29]=[CH:30][CH:31]=[CH:32][CH:33]=3)=[O:27])=[CH:7][CH:8]=[N:9]2)=[CH:4][C:3]=1[O:2][CH3:1]. (3) Given the reactants [Si]([O:8][CH2:9][C@:10]1([CH3:35])[S:16][CH2:15][CH2:14][N:13]2[C:17]([C:20]3([C:23]4[CH:28]=[CH:27][C:26]([C:29]5[CH:30]=[N:31][N:32]([CH3:34])[CH:33]=5)=[CH:25][CH:24]=4)[CH2:22][CH2:21]3)=[N:18][N:19]=[C:12]2[CH2:11]1)(C(C)(C)C)(C)C.Cl, predict the reaction product. The product is: [CH3:35][C@@:10]1([CH2:9][OH:8])[S:16][CH2:15][CH2:14][N:13]2[C:17]([C:20]3([C:23]4[CH:24]=[CH:25][C:26]([C:29]5[CH:30]=[N:31][N:32]([CH3:34])[CH:33]=5)=[CH:27][CH:28]=4)[CH2:22][CH2:21]3)=[N:18][N:19]=[C:12]2[CH2:11]1. (4) Given the reactants C1(P(C2C=CC=CC=2)C2C=CC=CC=2)C=CC=CC=1.[Br:20]Br.[OH:22][C:23]1[CH:32]=[CH:31][C:30]2[C:25](=[CH:26][C:27](O)=[CH:28][CH:29]=2)[CH:24]=1, predict the reaction product. The product is: [Br:20][C:27]1[CH:26]=[C:25]2[C:30]([CH:31]=[CH:32][C:23]([OH:22])=[CH:24]2)=[CH:29][CH:28]=1. (5) Given the reactants Br[CH2:2][CH2:3][CH2:4][CH2:5][CH2:6][N:7]1[C:11]2[CH:12]=[CH:13][CH:14]=[CH:15][C:10]=2[N:9]([C:16]2[CH:21]=[CH:20][C:19]([F:22])=[CH:18][C:17]=2[F:23])[S:8]1(=[O:25])=[O:24].[CH3:26][NH:27][CH3:28], predict the reaction product. The product is: [F:23][C:17]1[CH:18]=[C:19]([F:22])[CH:20]=[CH:21][C:16]=1[N:9]1[C:10]2[CH:15]=[CH:14][CH:13]=[CH:12][C:11]=2[N:7]([CH2:6][CH2:5][CH2:4][CH2:3][CH2:2][N:27]([CH3:28])[CH3:26])[S:8]1(=[O:25])=[O:24].